From a dataset of Reaction yield outcomes from USPTO patents with 853,638 reactions. Predict the reaction yield, written as a fraction of the theoretical maximum amount of product (1.0 means a 100% yield; for example, 0.34 means a 34% yield). (1) The reactants are [CH3:1][O:2][C:3]1[CH:4]=[CH:5][CH:6]=[C:7]2[C:12]=1[N:11]=[C:10]([C:13]1[CH:18]=[CH:17][CH:16]=[CH:15][C:14]=1[C:19]([F:22])([F:21])[F:20])[NH:9][C:8]2=O.Cl.C(N(CC)CC)C.O=P(Cl)(Cl)[Cl:34]. No catalyst specified. The product is [Cl:34][C:8]1[C:7]2[C:12](=[C:3]([O:2][CH3:1])[CH:4]=[CH:5][CH:6]=2)[N:11]=[C:10]([C:13]2[CH:18]=[CH:17][CH:16]=[CH:15][C:14]=2[C:19]([F:22])([F:21])[F:20])[N:9]=1. The yield is 0.890. (2) The reactants are [NH2:1][C@H:2]([C:6]([OH:8])=[O:7])[CH:3]([CH3:5])[CH3:4].[OH-].[Na+].[C:11]1([CH2:17][C:18](Cl)=[O:19])[CH:16]=[CH:15][CH:14]=[CH:13][CH:12]=1. No catalyst specified. The product is [C:11]1([CH2:17][C:18]([NH:1][C@H:2]([C:6]([OH:8])=[O:7])[CH:3]([CH3:5])[CH3:4])=[O:19])[CH:16]=[CH:15][CH:14]=[CH:13][CH:12]=1. The yield is 0.690. (3) The catalyst is C1C=CC(P(C2C=CC=CC=2)C2C=CC=CC=2)=CC=1.C1C=CC(P(C2C=CC=CC=2)C2C=CC=CC=2)=CC=1.C1C=CC(P(C2C=CC=CC=2)C2C=CC=CC=2)=CC=1.[Cl-].[Rh].C(OCC)(=O)C.C(O)C. The reactants are [Br:1][C:2]1[CH:7]=[CH:6][C:5](/[CH:8]=[CH:9]/[C:10]([N:12]2[CH2:17][CH2:16][O:15][CH2:14][CH2:13]2)=[O:11])=[CH:4][CH:3]=1. The product is [Br:1][C:2]1[CH:7]=[CH:6][C:5]([CH2:8][CH2:9][C:10]([N:12]2[CH2:13][CH2:14][O:15][CH2:16][CH2:17]2)=[O:11])=[CH:4][CH:3]=1. The yield is 0.780. (4) The yield is 0.910. The reactants are [Al+3].[Cl-].[Cl-].[Cl-].[Br:5][CH2:6][C:7](Br)=[O:8].[C:10]1([CH2:16][CH2:17][CH2:18][CH2:19][CH2:20][CH2:21][CH2:22][CH2:23][CH2:24][CH2:25][CH2:26][CH3:27])[CH:15]=[CH:14][CH:13]=[CH:12][CH:11]=1. The product is [Br:5][CH2:6][C:7]([C:13]1[CH:12]=[CH:11][C:10]([CH2:16][CH2:17][CH2:18][CH2:19][CH2:20][CH2:21][CH2:22][CH2:23][CH2:24][CH2:25][CH2:26][CH3:27])=[CH:15][CH:14]=1)=[O:8]. The catalyst is ClC(Cl)C. (5) The reactants are [C:1]([O:5][C:6](=[O:26])[NH:7][CH2:8][CH2:9][NH:10][CH2:11][CH:12]1[CH2:17][CH2:16][N:15]([C:18]2[CH:23]=[CH:22][C:21](=[O:24])[N:20]([CH3:25])[N:19]=2)[CH2:14][CH2:13]1)([CH3:4])([CH3:3])[CH3:2].C(N(CC)CC)C.Br[CH2:35][C:36]([Cl:38])=O.[OH2:39].ClCCl. The catalyst is ClCCl. The product is [C:1]([O:5][C:6](=[O:26])[NH:7][CH2:8][CH2:9][N:10]([C:35](=[O:39])[CH2:36][Cl:38])[CH2:11][CH:12]1[CH2:13][CH2:14][N:15]([C:18]2[CH:23]=[CH:22][C:21](=[O:24])[N:20]([CH3:25])[N:19]=2)[CH2:16][CH2:17]1)([CH3:4])([CH3:3])[CH3:2]. The yield is 0.440.